This data is from Reaction yield outcomes from USPTO patents with 853,638 reactions. The task is: Predict the reaction yield, written as a fraction of the theoretical maximum amount of product (1.0 means a 100% yield; for example, 0.34 means a 34% yield). The reactants are [Cl:1][C:2]1[CH:10]=[C:9]2[C:5]([C:6](=O)[C:7](=[O:11])[NH:8]2)=[CH:4][CH:3]=1.[C:13]([CH2:15][C:16]([O:18][CH3:19])=[O:17])#[N:14]. No catalyst specified. The product is [Cl:1][C:2]1[CH:10]=[C:9]2[C:5](/[C:6](=[C:15](\[C:13]#[N:14])/[C:16]([O:18][CH3:19])=[O:17])/[C:7](=[O:11])[NH:8]2)=[CH:4][CH:3]=1. The yield is 0.840.